Dataset: CYP2C9 inhibition data for predicting drug metabolism from PubChem BioAssay. Task: Regression/Classification. Given a drug SMILES string, predict its absorption, distribution, metabolism, or excretion properties. Task type varies by dataset: regression for continuous measurements (e.g., permeability, clearance, half-life) or binary classification for categorical outcomes (e.g., BBB penetration, CYP inhibition). Dataset: cyp2c9_veith. (1) The molecule is CCCCCC(=O)N1CC2(CC(c3cccc(NC(=O)c4ccccc4)c3)=NO2)C[C@@H]1C(N)=O. The result is 0 (non-inhibitor). (2) The compound is CN(C)C(=O)c1ccc(-c2cc(N(C)Cc3ccco3)ncn2)cc1. The result is 0 (non-inhibitor). (3) The drug is Cc1cccc(OCC(=O)NNC(=O)CSc2ncc(C#N)c(N)n2)c1. The result is 0 (non-inhibitor). (4) The result is 1 (inhibitor). The drug is CCCCNC(=O)CC(=O)Nc1ccccc1C(=O)O. (5) The drug is CC(=O)N1CCC2(CC1)CCN(c1ccccn1)CC2. The result is 0 (non-inhibitor). (6) The molecule is Cc1ccc(NNS(=O)(=O)c2ccc(C)cc2)cc1. The result is 1 (inhibitor).